Dataset: Full USPTO retrosynthesis dataset with 1.9M reactions from patents (1976-2016). Task: Predict the reactants needed to synthesize the given product. Given the product [NH2:33][C:34]1[CH:39]=[CH:38][C:37]([C:40]2[C:41]([NH2:47])=[N:42][CH:43]=[C:44]([C:9]3[CH:13]=[N:12][N:11]([CH2:26][C@H:27]4[CH2:32][O:31][CH2:30][CH2:29][O:28]4)[CH:10]=3)[CH:45]=2)=[CH:36][CH:35]=1, predict the reactants needed to synthesize it. The reactants are: CC1(C)C(C)(C)OB([C:9]2[CH:10]=[N:11][NH:12][CH:13]=2)O1.C(=O)([O-])[O-].[Cs+].[Cs+].CS(O[CH2:26][C@H:27]1[CH2:32][O:31][CH2:30][CH2:29][O:28]1)(=O)=O.[NH2:33][C:34]1[CH:39]=[CH:38][C:37]([C:40]2[C:41]([NH2:47])=[N:42][CH:43]=[C:44](Br)[CH:45]=2)=[CH:36][CH:35]=1.